This data is from Reaction yield outcomes from USPTO patents with 853,638 reactions. The task is: Predict the reaction yield, written as a fraction of the theoretical maximum amount of product (1.0 means a 100% yield; for example, 0.34 means a 34% yield). (1) The reactants are [Cl:1][C:2]1[C:7]([O:8][CH3:9])=[CH:6][C:5]([O:10][CH3:11])=[C:4]([Cl:12])[C:3]=1[C:13]1[C:24](=[O:25])[NH:23][C:16]2[N:17]=[C:18]([S:21][CH3:22])[N:19]=[CH:20][C:15]=2[CH:14]=1.I[CH2:27][CH2:28][O:29][CH:30]1[CH2:35][CH2:34][N:33]([C:36]([O:38][C:39]([CH3:42])([CH3:41])[CH3:40])=[O:37])[CH2:32][CH2:31]1.C([O-])([O-])=O.[K+].[K+]. The yield is 0.800. The product is [Cl:1][C:2]1[C:7]([O:8][CH3:9])=[CH:6][C:5]([O:10][CH3:11])=[C:4]([Cl:12])[C:3]=1[C:13]1[C:24](=[O:25])[N:23]([CH2:27][CH2:28][O:29][CH:30]2[CH2:35][CH2:34][N:33]([C:36]([O:38][C:39]([CH3:40])([CH3:42])[CH3:41])=[O:37])[CH2:32][CH2:31]2)[C:16]2[N:17]=[C:18]([S:21][CH3:22])[N:19]=[CH:20][C:15]=2[CH:14]=1. The catalyst is C(#N)C. (2) The reactants are [CH2:1]1[C@@H:5]2[CH:6]3[C:11](=[O:12])[O:10][C:8](=[O:9])[CH:7]3[C@H:2]1[CH:3]=[CH:4]2.C1(C)C=CC=CC=1.COC1C=CC2N=CC=C([C@@H](O)[C@H]3N4C[C@H](C=C)[C@@H](CC4)C3)C=2C=1.[CH3:44][OH:45]. The catalyst is C(Cl)(Cl)(Cl)Cl. The product is [CH3:44][O:45][C:11]([C@@H:6]1[C@H:5]2[CH2:1][C@H:2]([CH:3]=[CH:4]2)[C@@H:7]1[C:8]([OH:10])=[O:9])=[O:12]. The yield is 0.980. (3) The reactants are [OH:1][C:2]1[CH:3]=[C:4]([CH:7]=[CH:8][CH:9]=1)[CH:5]=[O:6].N1C=CC=CC=1.[C:16](Cl)(=[O:21])[C:17]([CH3:20])([CH3:19])[CH3:18]. The catalyst is C1COCC1. The product is [C:16]([O:1][C:2]1[CH:9]=[CH:8][CH:7]=[C:4]([CH:5]=[O:6])[CH:3]=1)(=[O:21])[C:17]([CH3:20])([CH3:19])[CH3:18]. The yield is 0.930. (4) The reactants are [OH:1][C:2]1[C:3]([C:17](=[N:19][NH:20][C:21]([C:23]2[CH:32]=[CH:31][C:26]([C:27]([O:29]C)=[O:28])=[CH:25][CH:24]=2)=[O:22])[CH3:18])=[N:4][N:5]([CH3:16])[C:6]=1[C:7]1[CH:12]=[CH:11][C:10]([CH2:13][CH2:14][CH3:15])=[CH:9][CH:8]=1.CO.[OH-].[Na+].Cl. The catalyst is O. The product is [OH:1][C:2]1[C:3]([C:17](=[N:19][NH:20][C:21]([C:23]2[CH:24]=[CH:25][C:26]([C:27]([OH:29])=[O:28])=[CH:31][CH:32]=2)=[O:22])[CH3:18])=[N:4][N:5]([CH3:16])[C:6]=1[C:7]1[CH:8]=[CH:9][C:10]([CH2:13][CH2:14][CH3:15])=[CH:11][CH:12]=1. The yield is 0.670. (5) The reactants are [CH2:1]([O:3][C:4]1[CH:5]=[C:6]([CH:18]=[CH:19][CH:20]=1)[C:7]([N:9]1[CH2:13][C@H:12]([OH:14])[CH2:11][C@H:10]1[C:15]([OH:17])=O)=[O:8])[CH3:2].Cl.[Br:22][C:23]1[CH:28]=[CH:27][C:26]([CH2:29][NH2:30])=[CH:25][CH:24]=1.CCN(C(C)C)C(C)C.CN(C(ON1N=NC2C=CC=NC1=2)=[N+](C)C)C.F[P-](F)(F)(F)(F)F. The catalyst is CN(C=O)C. The product is [Br:22][C:23]1[CH:28]=[CH:27][C:26]([CH2:29][NH:30][C:15]([C@@H:10]2[CH2:11][C@@H:12]([OH:14])[CH2:13][N:9]2[C:7](=[O:8])[C:6]2[CH:18]=[CH:19][CH:20]=[C:4]([O:3][CH2:1][CH3:2])[CH:5]=2)=[O:17])=[CH:25][CH:24]=1. The yield is 0.530. (6) The reactants are [Cl:1][C:2]1[CH:3]=[CH:4][C:5]([NH:8][C:9](=[O:32])[C:10]2[CH:15]=[CH:14][CH:13]=[CH:12][C:11]=2[NH:16][CH2:17][CH:18]2[CH2:23][CH2:22][N:21]([C:24]3[CH:29]=[CH:28][N:27]=[CH:26][C:25]=3C#N)[CH2:20][CH2:19]2)=[N:6][CH:7]=1.C([N:35]([CH2:38]C)CC)C.Cl.[NH2:41][OH:42]. The catalyst is C(O)C. The product is [Cl:1][C:2]1[CH:3]=[CH:4][C:5]([NH:8][C:9](=[O:32])[C:10]2[CH:15]=[CH:14][CH:13]=[CH:12][C:11]=2[NH:16][CH2:17][CH:18]2[CH2:23][CH2:22][N:21]([C:24]3[CH:29]=[CH:28][N:27]=[C:26]([C:38](=[NH:35])[NH:41][OH:42])[CH:25]=3)[CH2:20][CH2:19]2)=[N:6][CH:7]=1. The yield is 0.750. (7) The reactants are [CH3:1][C:2]1[CH:7]=[CH:6][N:5]=[CH:4][CH:3]=1.[Li+].CC([N-]C(C)C)C.[Br:16][C:17]1[CH:28]=[CH:27][C:20]([C:21](N(OC)C)=[O:22])=[C:19]([F:29])[CH:18]=1.[Li].CC1C=CN=CC=1. The catalyst is C1COCC1. The product is [Br:16][C:17]1[CH:28]=[CH:27][C:20]([C:21](=[O:22])[CH2:1][C:2]2[CH:7]=[CH:6][N:5]=[CH:4][CH:3]=2)=[C:19]([F:29])[CH:18]=1. The yield is 0.830. (8) The reactants are [F:1][C:2]1[CH:7]=[CH:6][CH:5]=[CH:4][C:3]=1[CH2:8][O:9][C:10]1[CH:15]=[CH:14][C:13]([C@@H:16]2[N:20]([C:21]([O:23][CH2:24][C:25]3[CH:30]=[CH:29][CH:28]=[CH:27][CH:26]=3)=[O:22])[C@:19]([CH2:34][O:35][CH3:36])([C:31](O)=[O:32])[CH2:18][CH2:17]2)=[CH:12][CH:11]=1.C[CH2:38][N:39](C(C)C)C(C)C.CN(C(ON1N=NC2C=CC=CC1=2)=[N+](C)C)C.[B-](F)(F)(F)F.CN.C1COCC1. The catalyst is CN(C=O)C. The product is [F:1][C:2]1[CH:7]=[CH:6][CH:5]=[CH:4][C:3]=1[CH2:8][O:9][C:10]1[CH:15]=[CH:14][C:13]([C@@H:16]2[N:20]([C:21]([O:23][CH2:24][C:25]3[CH:30]=[CH:29][CH:28]=[CH:27][CH:26]=3)=[O:22])[C@@:19]([C:31]([NH:39][CH3:38])=[O:32])([CH2:34][O:35][CH3:36])[CH2:18][CH2:17]2)=[CH:12][CH:11]=1. The yield is 0.840. (9) The reactants are [N+:1]([C:4]1[CH:5]=[C:6]([C:17]([F:20])([F:19])[F:18])[CH:7]=[C:8]([N:10]2[C:14](=[O:15])[N:13]([CH3:16])[N:12]=[N:11]2)[CH:9]=1)([O-])=O. The catalyst is CO.[Pd]. The product is [NH2:1][C:4]1[CH:5]=[C:6]([C:17]([F:20])([F:19])[F:18])[CH:7]=[C:8]([N:10]2[C:14](=[O:15])[N:13]([CH3:16])[N:12]=[N:11]2)[CH:9]=1. The yield is 1.00. (10) The reactants are [Br:1][C:2]1[CH:6]=[N:5][N:4]([CH3:7])[C:3]=1[C:8]1[CH:9]=[C:10]([NH2:20])[CH:11]=[CH:12][C:13]=1[O:14][CH2:15][CH2:16][N:17]([CH3:19])[CH3:18].[F:21][C:22]1[CH:27]=[CH:26][C:25]([N:28]=[C:29]=[O:30])=[CH:24][CH:23]=1. The catalyst is C(Cl)Cl. The product is [Br:1][C:2]1[CH:6]=[N:5][N:4]([CH3:7])[C:3]=1[C:8]1[CH:9]=[C:10]([NH:20][C:29]([NH:28][C:25]2[CH:26]=[CH:27][C:22]([F:21])=[CH:23][CH:24]=2)=[O:30])[CH:11]=[CH:12][C:13]=1[O:14][CH2:15][CH2:16][N:17]([CH3:18])[CH3:19]. The yield is 0.420.